Predict the reactants needed to synthesize the given product. From a dataset of Full USPTO retrosynthesis dataset with 1.9M reactions from patents (1976-2016). (1) Given the product [CH:21]([C:23]1[CH:28]=[CH:27][CH:26]=[CH:25][C:24]=1[CH:29]=[CH2:30])=[CH2:22].[CH2:1]=[CH:2][C:3]1[CH:8]=[CH:7][CH:6]=[CH:5][CH:4]=1.[OH:12][C:13]1[CH:14]=[CH:15][C:16]([CH:17]=[CH:18][CH2:34][C:32](=[CH2:33])[C:31]#[N:35])=[CH:19][CH:20]=1, predict the reactants needed to synthesize it. The reactants are: [CH2:1]=[CH:2][C:3]1[CH:8]=[CH:7][CH:6]=[CH:5][CH:4]=1.C([O:12][C:13]1[CH:20]=[CH:19][C:16]([CH:17]=[CH2:18])=[CH:15][CH:14]=1)(=O)C.[CH:21]([C:23]1[CH:28]=[CH:27][CH:26]=[CH:25][C:24]=1[CH:29]=[CH2:30])=[CH2:22].[C:31](#[N:35])[C:32]([CH3:34])=[CH2:33].C(C(CCCC)CO)C.C(OOC(=O)C1C=CC=CC=1)(=O)C1C=CC=CC=1. (2) Given the product [CH3:10][C:11]1([CH3:23])[CH:13]([CH:14]=[C:15]([C:17]#[N:6])[CH3:16])[CH:12]1[C:19]([O:21][CH3:22])=[O:20], predict the reactants needed to synthesize it. The reactants are: S(O)(O)(=O)=O.[NH2:6]O.CO.[CH3:10][C:11]1([CH3:23])[CH:13]([CH:14]=[C:15]([CH:17]=O)[CH3:16])[CH:12]1[C:19]([O:21][CH3:22])=[O:20].[OH-].[Na+]. (3) Given the product [ClH:23].[CH3:20][N:19]([CH3:21])[CH2:18][CH2:17][O:16][CH2:15][CH2:14][O:13][CH2:12][CH2:11][O:10][CH2:9][CH2:8][NH2:7], predict the reactants needed to synthesize it. The reactants are: C(OC(=O)[NH:7][CH2:8][CH2:9][O:10][CH2:11][CH2:12][O:13][CH2:14][CH2:15][O:16][CH2:17][CH2:18][N:19]([CH3:21])[CH3:20])(C)(C)C.[ClH:23]. (4) Given the product [CH3:9][C:4]1[CH:5]=[C:6]([CH3:8])[N:7]=[C:2]([N:10]2[CH2:15][CH2:14][O:13][CH2:12][CH2:11]2)[N:3]=1, predict the reactants needed to synthesize it. The reactants are: Cl[C:2]1[N:7]=[C:6]([CH3:8])[CH:5]=[C:4]([CH3:9])[N:3]=1.[NH:10]1[CH2:15][CH2:14][O:13][CH2:12][CH2:11]1. (5) Given the product [OH:1][C:2]1[C:11]2[C:6](=[CH:7][C:8]([NH:12][C:13]([NH:15][C:16]3[CH:25]=[CH:24][C:23]4[C:18](=[CH:19][C:20]([S:27]([NH:30][C:31]5[CH:36]=[CH:35][CH:34]=[C:33]([S:37]([OH:40])(=[O:38])=[O:39])[CH:32]=5)(=[O:29])=[O:28])=[CH:21][C:22]=4[OH:26])[CH:17]=3)=[O:14])=[CH:9][CH:10]=2)[CH:5]=[C:4]([S:48]([OH:51])(=[O:50])=[O:49])[CH:3]=1, predict the reactants needed to synthesize it. The reactants are: [OH:1][C:2]1[C:11]2[C:6](=[CH:7][C:8]([NH:12][C:13]([NH:15][C:16]3[CH:25]=[CH:24][C:23]4[C:18](=[CH:19][C:20]([S:27]([NH:30][C:31]5[CH:36]=[CH:35][CH:34]=[C:33]([S:37]([O:40]C6C=CC(C)=CC=6)(=[O:39])=[O:38])[CH:32]=5)(=[O:29])=[O:28])=[CH:21][C:22]=4[OH:26])[CH:17]=3)=[O:14])=[CH:9][CH:10]=2)[CH:5]=[C:4]([S:48]([OH:51])(=[O:50])=[O:49])[CH:3]=1.[Na+].[Na+].S(C1C=C(NS(C2C=C3C(C=CC(NC(NC4C=C5C(C=CC(S([O-])(=O)=O)=C5)=CC=4)=O)=C3)=CC=2)(=O)=O)C=CC=1)(O)(=O)=O.S(C1C=C(NS(C2C=C3C(C=CC(NC(NC4C=C5C(C=CC(S([O-])(=O)=O)=C5)=CC=4)=O)=C3)=CC=2)(=O)=O)C=CC=1)(O)(=O)=O. (6) The reactants are: [C:1]([CH2:4][N:5]([CH2:19][C:20]([OH:22])=[O:21])[C:6]1[CH:11]=[CH:10][CH:9]=[C:8]([O:12][C:13]2[CH:18]=[CH:17][CH:16]=[CH:15][CH:14]=2)[CH:7]=1)([OH:3])=O.C(=O)(O)[O-].[Na+]. Given the product [O:12]([C:8]1[CH:7]=[C:6]([N:5]2[CH2:19][C:20](=[O:21])[O:22][C:1](=[O:3])[CH2:4]2)[CH:11]=[CH:10][CH:9]=1)[C:13]1[CH:14]=[CH:15][CH:16]=[CH:17][CH:18]=1, predict the reactants needed to synthesize it. (7) Given the product [CH3:3][C:2]([NH:14][C@@H:15]1[CH2:19][C@H:18]([C:20]2[CH:25]=[CH:24][CH:23]=[C:22]([O:26][CH:27]3[CH2:29][CH2:28]3)[CH:21]=2)[N:17]([C:30]2[CH:31]=[CH:32][C:33]([C:36]([F:37])([F:39])[F:38])=[CH:34][CH:35]=2)[C:16]1=[O:40])([C:4]1[CH:5]=[N:6][C:7]([C:10]([F:13])([F:12])[F:11])=[CH:8][CH:9]=1)[CH3:1], predict the reactants needed to synthesize it. The reactants are: [CH3:1][C:2]([NH:14][C:15]1[C:16](=[O:40])[N:17]([C:30]2[CH:35]=[CH:34][C:33]([C:36]([F:39])([F:38])[F:37])=[CH:32][CH:31]=2)[C@@H:18]([C:20]2[CH:25]=[CH:24][CH:23]=[C:22]([O:26][CH:27]3[CH2:29][CH2:28]3)[CH:21]=2)[CH:19]=1)([C:4]1[CH:5]=[N:6][C:7]([C:10]([F:13])([F:12])[F:11])=[CH:8][CH:9]=1)[CH3:3].C([BH3-])#N.[Na+].